From a dataset of Forward reaction prediction with 1.9M reactions from USPTO patents (1976-2016). Predict the product of the given reaction. (1) Given the reactants [Si:1]([O:8][C@H:9]([C:30]1[CH:39]=[CH:38][C:37]([OH:40])=[C:36]2[C:31]=1[CH:32]=[CH:33][C:34](=[O:41])[NH:35]2)[CH2:10][N:11]([C@H:19]([CH3:29])[CH2:20][C:21]1[CH:26]=[CH:25][CH:24]=[C:23]([CH:27]=O)[CH:22]=1)[C:12](=[O:18])[O:13][C:14]([CH3:17])([CH3:16])[CH3:15])([C:4]([CH3:7])([CH3:6])[CH3:5])([CH3:3])[CH3:2].[CH:42]([C:45]1[S:49][CH:48]=[C:47]([C:50]([N:52]2[CH2:57][C:56]3([CH2:62][CH2:61][NH:60][CH2:59][CH2:58]3)[O:55][CH2:54][CH2:53]2)=[O:51])[CH:46]=1)([CH3:44])[CH3:43].C(O[BH-](OC(=O)C)OC(=O)C)(=O)C.[Na+].C(=O)(O)[O-].[Na+], predict the reaction product. The product is: [Si:1]([O:8][C@H:9]([C:30]1[CH:39]=[CH:38][C:37]([OH:40])=[C:36]2[C:31]=1[CH:32]=[CH:33][C:34](=[O:41])[NH:35]2)[CH2:10][N:11]([C@H:19]([CH3:29])[CH2:20][C:21]1[CH:26]=[CH:25][CH:24]=[C:23]([CH2:27][N:60]2[CH2:59][CH2:58][C:56]3([O:55][CH2:54][CH2:53][N:52]([C:50]([C:47]4[CH:46]=[C:45]([CH:42]([CH3:44])[CH3:43])[S:49][CH:48]=4)=[O:51])[CH2:57]3)[CH2:62][CH2:61]2)[CH:22]=1)[C:12](=[O:18])[O:13][C:14]([CH3:17])([CH3:15])[CH3:16])([C:4]([CH3:5])([CH3:6])[CH3:7])([CH3:3])[CH3:2]. (2) Given the reactants [Cl:1][C:2]1[CH:7]=[CH:6][C:5]([C:8]2[S:9][C:10]([CH2:14][NH:15][C:16]([CH:18]3[CH2:23][CH2:22][CH2:21][N:20]([C:24]4[CH:31]=[CH:30][CH:29]=[CH:28][C:25]=4[CH:26]=O)[CH2:19]3)=[O:17])=[C:11]([CH3:13])[N:12]=2)=[CH:4][CH:3]=1.C[CH:33]([S:37][CH:38](S(C)=O)C)[S:34]([CH3:36])=[O:35], predict the reaction product. The product is: [Cl:1][C:2]1[CH:7]=[CH:6][C:5]([C:8]2[S:9][C:10]([CH2:14][NH:15][C:16]([CH:18]3[CH2:23][CH2:22][CH2:21][N:20]([C:24]4[CH:31]=[CH:30][CH:29]=[CH:28][C:25]=4[CH:26]=[C:33]([S:37][CH3:38])[S:34]([CH3:36])=[O:35])[CH2:19]3)=[O:17])=[C:11]([CH3:13])[N:12]=2)=[CH:4][CH:3]=1. (3) Given the reactants Br[C:2]1[CH:7]=[CH:6][C:5]([CH:8]2[CH2:10][CH:9]2[C:11]([O:13][CH3:14])=[O:12])=[C:4]([F:15])[CH:3]=1.[F:16][C:17]([F:49])([F:48])[CH2:18][NH:19][C:20]([C:22]1[C:31](=[O:32])[C:30]2[C:25](=[N:26][CH:27]=[CH:28][CH:29]=2)[N:24]([C:33]2[CH:38]=[CH:37][CH:36]=[C:35](B3OC(C)(C)C(C)(C)O3)[CH:34]=2)[CH:23]=1)=[O:21].CN(C)C1C=CC=CC=1C1C=CC=CC=1P(C1CCCCC1)C1CCCCC1.C(=O)([O-])[O-].[Na+].[Na+], predict the reaction product. The product is: [F:15][C:4]1[CH:3]=[C:2]([C:35]2[CH:36]=[CH:37][CH:38]=[C:33]([N:24]3[C:25]4[C:30](=[CH:29][CH:28]=[CH:27][N:26]=4)[C:31](=[O:32])[C:22]([C:20]([NH:19][CH2:18][C:17]([F:48])([F:49])[F:16])=[O:21])=[CH:23]3)[CH:34]=2)[CH:7]=[CH:6][C:5]=1[CH:8]1[CH2:10][CH:9]1[C:11]([O:13][CH3:14])=[O:12]. (4) Given the reactants I[C:2]1[S:3][C:4]([C:7]2[CH:12]=[CH:11][CH:10]=[CH:9][C:8]=2[N+:13]([O-:15])=[O:14])=[CH:5][CH:6]=1.[CH3:16][C:17]([CH3:21])([CH3:20])[C:18]#[CH:19].O, predict the reaction product. The product is: [CH3:16][C:17]([CH3:21])([CH3:20])[C:18]#[C:19][C:2]1[S:3][C:4]([C:7]2[CH:12]=[CH:11][CH:10]=[CH:9][C:8]=2[N+:13]([O-:15])=[O:14])=[CH:5][CH:6]=1. (5) Given the reactants [Br:1][C:2]1[CH:10]=[CH:9][CH:8]=[C:7]2[C:3]=1[CH:4]=[N:5][NH:6]2.CC1C=CC(S(O)(=O)=O)=CC=1.O.[O:23]1[CH:28]=[CH:27][CH2:26][CH2:25][CH2:24]1, predict the reaction product. The product is: [Br:1][C:2]1[CH:10]=[CH:9][CH:8]=[C:7]2[C:3]=1[CH:4]=[N:5][N:6]2[CH:24]1[CH2:25][CH2:26][CH2:27][CH2:28][O:23]1.